Dataset: Forward reaction prediction with 1.9M reactions from USPTO patents (1976-2016). Task: Predict the product of the given reaction. (1) Given the reactants C(OC([N:8]1[CH2:12][C@@H:11]([CH2:13][O:14][CH3:15])[CH2:10][C@H:9]1[C:16]1[NH:17][C:18]([C:21]2[CH:26]=[CH:25][C:24]([C:27]3[CH:32]=[CH:31][C:30]([C:33]4[NH:37][C:36]([C@@H:38]5[CH2:42][CH2:41][CH2:40][N:39]5[C:43](=[O:53])[C@@H:44]([NH:48][C:49]([O:51][CH3:52])=[O:50])[CH:45]([CH3:47])[CH3:46])=[N:35][CH:34]=4)=[CH:29][CH:28]=3)=[CH:23][CH:22]=2)=[CH:19][N:20]=1)=O)(C)(C)C.Cl.C(OC([NH:62][C@H:63]([C:67]1[CH:72]=[CH:71][CH:70]=[CH:69][CH:68]=1)[C:64]([OH:66])=O)=O)(C)(C)C.CCO[C:76]([C:78]([C:91]#N)=NOC(N1CCOCC1)=[N+](C)C)=O.F[P-](F)(F)(F)(F)F.[CH3:100]CN(C(C)C)C(C)C, predict the reaction product. The product is: [CH3:52][O:51][C:49](=[O:50])[NH:48][C@@H:44]([CH:45]([CH3:47])[CH3:46])[C:43]([N:39]1[CH2:40][CH2:41][CH2:42][C@H:38]1[C:36]1[NH:37][C:33]([C:30]2[CH:31]=[CH:32][C:27]([C:24]3[CH:25]=[CH:26][C:21]([C:18]4[NH:17][C:16]([C@@:9]5([C:78]([CH3:91])([CH3:100])[CH3:76])[CH2:10][C@H:11]([CH2:13][O:14][CH3:15])[CH2:12][N:8]5[C:64](=[O:66])[C@H:63]([NH2:62])[C:67]5[CH:68]=[CH:69][CH:70]=[CH:71][CH:72]=5)=[N:20][CH:19]=4)=[CH:22][CH:23]=3)=[CH:28][CH:29]=2)=[CH:34][N:35]=1)=[O:53]. (2) Given the reactants [C:1](=[NH:24])([O:3][CH2:4][CH2:5][C:6]1[CH:11]=[CH:10][C:9]([O:12][C:13]2[CH:18]=[C:17]([C:19]([F:22])([F:21])[F:20])[CH:16]=[C:15]([Cl:23])[CH:14]=2)=[CH:8][CH:7]=1)[NH2:2].[CH:25]([CH:27]([CH2:32][C:33]1[CH:34]=[N:35][C:36]([O:39][CH3:40])=[N:37][CH:38]=1)[C:28](OC)=O)=[O:26].C([O-])([O-])=O.[K+].[K+], predict the reaction product. The product is: [Cl:23][C:15]1[CH:14]=[C:13]([O:12][C:9]2[CH:8]=[CH:7][C:6]([CH2:5][CH2:4][O:3][C:1]3[NH:2][CH:28]=[C:27]([CH2:32][C:33]4[CH:34]=[N:35][C:36]([O:39][CH3:40])=[N:37][CH:38]=4)[C:25](=[O:26])[N:24]=3)=[CH:11][CH:10]=2)[CH:18]=[C:17]([C:19]([F:21])([F:22])[F:20])[CH:16]=1. (3) Given the reactants [CH3:1][C:2]1[CH:3]=[C:4]([NH:19][C:20]2[C:21]3[N:28]([CH2:29][CH2:30][NH:31]C(=O)OC(C)(C)C)[CH:27]=[CH:26][C:22]=3[N:23]=[CH:24][N:25]=2)[CH:5]=[CH:6][C:7]=1[O:8][C:9]1[CH:14]=[CH:13][CH:12]=[C:11]([C:15]([F:18])([F:17])[F:16])[CH:10]=1.[ClH:39], predict the reaction product. The product is: [ClH:39].[ClH:39].[NH2:31][CH2:30][CH2:29][N:28]1[C:21]2[C:20]([NH:19][C:4]3[CH:5]=[CH:6][C:7]([O:8][C:9]4[CH:14]=[CH:13][CH:12]=[C:11]([C:15]([F:17])([F:18])[F:16])[CH:10]=4)=[C:2]([CH3:1])[CH:3]=3)=[N:25][CH:24]=[N:23][C:22]=2[CH:26]=[CH:27]1. (4) Given the reactants [CH2:1]([O:8][C:9]1[CH:15]=[CH:14][C:12]([NH2:13])=[CH:11][CH:10]=1)[C:2]1[CH:7]=[CH:6][CH:5]=[CH:4][CH:3]=1.Cl[C:17]1[C:22]([N+:23]([O-])=O)=[CH:21][C:20]([F:26])=[CH:19][N:18]=1.C([O-])([O-])=O.[K+].[K+].O, predict the reaction product. The product is: [CH2:1]([O:8][C:9]1[CH:10]=[CH:11][C:12]([NH:13][C:17]2[C:22]([NH2:23])=[CH:21][C:20]([F:26])=[CH:19][N:18]=2)=[CH:14][CH:15]=1)[C:2]1[CH:3]=[CH:4][CH:5]=[CH:6][CH:7]=1. (5) The product is: [O:1]=[C:2]1[C:15]2[CH:14]=[CH:13][C:12]([C:16]([Cl:21])=[O:18])=[CH:11][C:10]=2[O:9][C:8]2[C:3]1=[CH:4][CH:5]=[CH:6][CH:7]=2. Given the reactants [O:1]=[C:2]1[C:15]2[CH:14]=[CH:13][C:12]([C:16]([OH:18])=O)=[CH:11][C:10]=2[O:9][C:8]2[C:3]1=[CH:4][CH:5]=[CH:6][CH:7]=2.S(Cl)([Cl:21])=O, predict the reaction product. (6) The product is: [CH3:5][C:4]([Si:1]([CH3:3])([CH3:2])[O:13][CH2:9][C@H:10]([OH:12])[CH3:11])([CH3:7])[CH3:6]. Given the reactants [Si:1](Cl)([C:4]([CH3:7])([CH3:6])[CH3:5])([CH3:3])[CH3:2].[CH2:9]([OH:13])[C@H:10]([OH:12])[CH3:11].C(N(C(C)C)CC)(C)C, predict the reaction product.